Dataset: Forward reaction prediction with 1.9M reactions from USPTO patents (1976-2016). Task: Predict the product of the given reaction. Given the reactants [NH:1]1[CH2:6][CH2:5][O:4][CH2:3][CH2:2]1.Br[C:8]1[S:12][C:11]([NH:13][CH3:14])=[N:10][C:9]=1[C:15]1[CH:35]=[CH:34][C:18]([O:19][CH2:20][CH2:21][CH2:22][CH2:23][CH2:24][O:25][C:26]2[CH:33]=[CH:32][C:29]([C:30]#[N:31])=[CH:28][CH:27]=2)=[CH:17][CH:16]=1, predict the reaction product. The product is: [CH3:14][NH:13][C:11]1[S:12][C:8]([N:1]2[CH2:6][CH2:5][O:4][CH2:3][CH2:2]2)=[C:9]([C:15]2[CH:16]=[CH:17][C:18]([O:19][CH2:20][CH2:21][CH2:22][CH2:23][CH2:24][O:25][C:26]3[CH:27]=[CH:28][C:29]([C:30]#[N:31])=[CH:32][CH:33]=3)=[CH:34][CH:35]=2)[N:10]=1.